Dataset: Full USPTO retrosynthesis dataset with 1.9M reactions from patents (1976-2016). Task: Predict the reactants needed to synthesize the given product. (1) Given the product [Cl:1][C:2]1[N:7]=[C:6]2[C:8]([C:18]([NH:19][C@H:20]3[CH2:25][CH2:24][CH2:23][CH2:22][C@@H:21]3[OH:26])=[O:27])=[CH:9][NH:10][C:5]2=[CH:4][CH:3]=1, predict the reactants needed to synthesize it. The reactants are: [Cl:1][C:2]1[N:7]=[C:6]2[C:8]([C:18](=[O:27])[NH:19][C@H:20]3[CH2:25][CH2:24][CH2:23][CH2:22][C@@H:21]3[OH:26])=[CH:9][N:10](C(OC(C)(C)C)=O)[C:5]2=[CH:4][CH:3]=1.C(O)(C(F)(F)F)=O. (2) Given the product [Cl:1][C:2]1[CH:3]=[N:4][C:5]([N:11]2[CH2:14][CH:13]([NH:15][C:16]3[CH:21]=[CH:20][CH:19]=[C:18]([F:22])[CH:17]=3)[CH2:12]2)=[C:6]([CH:10]=1)[C:7]([NH:24][C:25]1([C:28]2[CH:37]=[CH:36][C:31]([C:32]([O:34][CH3:35])=[O:33])=[CH:30][CH:29]=2)[CH2:27][CH2:26]1)=[O:9], predict the reactants needed to synthesize it. The reactants are: [Cl:1][C:2]1[CH:3]=[N:4][C:5]([N:11]2[CH2:14][CH:13]([NH:15][C:16]3[CH:21]=[CH:20][CH:19]=[C:18]([F:22])[CH:17]=3)[CH2:12]2)=[C:6]([CH:10]=1)[C:7]([OH:9])=O.Cl.[NH2:24][C:25]1([C:28]2[CH:37]=[CH:36][C:31]([C:32]([O:34][CH3:35])=[O:33])=[CH:30][CH:29]=2)[CH2:27][CH2:26]1. (3) Given the product [Cl:1][C:2]1[C:3]2[N:4]([C:10]([CH:12]3[CH2:15][C:14](=[CH2:16])[CH2:13]3)=[N:9][CH:8]=2)[CH:5]=[CH:6][N:7]=1, predict the reactants needed to synthesize it. The reactants are: [Cl:1][C:2]1[C:3]([CH2:8][NH:9][C:10]([CH:12]2[CH2:15][C:14](=[CH2:16])[CH2:13]2)=O)=[N:4][CH:5]=[CH:6][N:7]=1.CN(C=O)C.O=P(Cl)(Cl)Cl.N#N.